Dataset: Peptide-MHC class II binding affinity with 134,281 pairs from IEDB. Task: Regression. Given a peptide amino acid sequence and an MHC pseudo amino acid sequence, predict their binding affinity value. This is MHC class II binding data. The peptide sequence is ITYVATATLPNYCRA. The MHC is HLA-DPA10201-DPB11401 with pseudo-sequence HLA-DPA10201-DPB11401. The binding affinity (normalized) is 0.349.